This data is from NCI-60 drug combinations with 297,098 pairs across 59 cell lines. The task is: Regression. Given two drug SMILES strings and cell line genomic features, predict the synergy score measuring deviation from expected non-interaction effect. Drug 1: CC12CCC(CC1=CCC3C2CCC4(C3CC=C4C5=CN=CC=C5)C)O. Drug 2: CC=C1C(=O)NC(C(=O)OC2CC(=O)NC(C(=O)NC(CSSCCC=C2)C(=O)N1)C(C)C)C(C)C. Cell line: CCRF-CEM. Synergy scores: CSS=48.8, Synergy_ZIP=0.157, Synergy_Bliss=3.47, Synergy_Loewe=-36.1, Synergy_HSA=4.06.